Dataset: Forward reaction prediction with 1.9M reactions from USPTO patents (1976-2016). Task: Predict the product of the given reaction. (1) Given the reactants [C:1]([C:4]1[CH:5]=[CH:6][C:7]([N:10]2[CH2:15][CH2:14][CH:13]([N:16]3[CH2:21][CH2:20][CH2:19][C@H:18]([NH:22][C:23]4[CH:28]=[C:27]([F:29])[C:26]([S:30]([CH3:33])(=[O:32])=[O:31])=[CH:25][C:24]=4[F:34])[C:17]3=[O:35])[CH2:12][CH2:11]2)=[N:8][CH:9]=1)(=[O:3])[CH3:2].[BH4-].[Na+], predict the reaction product. The product is: [F:34][C:24]1[CH:25]=[C:26]([S:30]([CH3:33])(=[O:31])=[O:32])[C:27]([F:29])=[CH:28][C:23]=1[NH:22][C@H:18]1[CH2:19][CH2:20][CH2:21][N:16]([CH:13]2[CH2:14][CH2:15][N:10]([C:7]3[CH:6]=[CH:5][C:4]([CH:1]([OH:3])[CH3:2])=[CH:9][N:8]=3)[CH2:11][CH2:12]2)[C:17]1=[O:35]. (2) Given the reactants [CH3:1][C:2]1[O:6][N:5]=[C:4]([C:7]2[CH:12]=[CH:11][CH:10]=[CH:9][C:8]=2[C:13]([F:16])([F:15])[F:14])[C:3]=1[C:17]([OH:19])=O.Cl.C(N=C=NCCCN(C)C)C.[F:32][C:33]([F:47])([F:46])[C:34]1[CH:35]=[C:36]([N:40]2[CH2:45][CH2:44][NH:43][CH2:42][CH2:41]2)[CH:37]=[CH:38][CH:39]=1, predict the reaction product. The product is: [CH3:1][C:2]1[O:6][N:5]=[C:4]([C:7]2[CH:12]=[CH:11][CH:10]=[CH:9][C:8]=2[C:13]([F:14])([F:15])[F:16])[C:3]=1[C:17]([N:43]1[CH2:42][CH2:41][N:40]([C:36]2[CH:37]=[CH:38][CH:39]=[C:34]([C:33]([F:46])([F:47])[F:32])[CH:35]=2)[CH2:45][CH2:44]1)=[O:19]. (3) Given the reactants [CH2:1]([C:4]1[CH:9]=[CH:8][C:7]([CH2:10][C@@H:11]([NH:16][C:17]([O:19][C:20]([CH3:23])([CH3:22])[CH3:21])=[O:18])[C:12]([O:14]C)=[O:13])=[CH:6][CH:5]=1)[CH:2]=[CH2:3].[OH-].[Li+].Cl, predict the reaction product. The product is: [CH2:1]([C:4]1[CH:5]=[CH:6][C:7]([CH2:10][C@@H:11]([NH:16][C:17]([O:19][C:20]([CH3:23])([CH3:22])[CH3:21])=[O:18])[C:12]([OH:14])=[O:13])=[CH:8][CH:9]=1)[CH:2]=[CH2:3]. (4) Given the reactants CO[C:3](=[O:21])[C:4]([CH3:20])([NH:6][C:7]([N:9]1[CH2:13][CH2:12][C@H:11]([C:14]2[CH:19]=[CH:18][CH:17]=[CH:16][CH:15]=2)[CH2:10]1)=[O:8])[CH3:5].[Li+].C[Si]([N-][Si](C)(C)C)(C)C.[CH2:32]([N:39]1[C:43]([C:44]2[CH:49]=[CH:48][C:47]([F:50])=[CH:46][CH:45]=2)=[N:42][C:41]([NH2:51])=[N:40]1)[C:33]1[CH:38]=[CH:37][CH:36]=[CH:35][CH:34]=1, predict the reaction product. The product is: [CH2:32]([N:39]1[C:43]([C:44]2[CH:49]=[CH:48][C:47]([F:50])=[CH:46][CH:45]=2)=[N:42][C:41]([NH:51][C:3]([C:4]([NH:6][C:7]([N:9]2[CH2:13][CH2:12][C@H:11]([C:14]3[CH:15]=[CH:16][CH:17]=[CH:18][CH:19]=3)[CH2:10]2)=[O:8])([CH3:5])[CH3:20])=[O:21])=[N:40]1)[C:33]1[CH:38]=[CH:37][CH:36]=[CH:35][CH:34]=1. (5) Given the reactants [CH:1]1([C:7]2[C:15]3[C:10](=[CH:11][C:12]([C:16]([O:18][CH3:19])=[O:17])=[CH:13][CH:14]=3)[N:9]([CH2:20][CH2:21][OH:22])[C:8]=2[C:23]2[CH:28]=[CH:27][C:26]([OH:29])=[CH:25][C:24]=2O)[CH2:6][CH2:5][CH2:4][CH2:3][CH2:2]1.C1(P(C2C=CC=CC=2)C2C=CC=CC=2)C=CC=CC=1.N(C(OCC)=O)=NC(OCC)=O, predict the reaction product. The product is: [CH:1]1([C:7]2[C:15]3[CH:14]=[CH:13][C:12]([C:16]([O:18][CH3:19])=[O:17])=[CH:11][C:10]=3[N:9]3[C:8]=2[C:23]2[CH:24]=[CH:25][C:26]([OH:29])=[CH:27][C:28]=2[O:22][CH2:21][CH2:20]3)[CH2:2][CH2:3][CH2:4][CH2:5][CH2:6]1. (6) Given the reactants C[Si](C)(C)[N-][Si](C)(C)C.[Li+].[F:11][C:12]([F:22])([F:21])[C@H:13]([CH3:20])[CH2:14][C:15]([O:17][CH2:18][CH3:19])=[O:16].Br[C:24]1[CH:25]=[CH:26][C:27]([Cl:31])=[C:28]([CH3:30])[CH:29]=1.C1(P(C2CCCCC2)C2C=CC=CC=2C2C=CC=CC=2N(C)C)CCCCC1, predict the reaction product. The product is: [Cl:31][C:27]1[CH:26]=[CH:25][C:24]([CH:14]([C@@H:13]([CH3:20])[C:12]([F:21])([F:22])[F:11])[C:15]([O:17][CH2:18][CH3:19])=[O:16])=[CH:29][C:28]=1[CH3:30]. (7) Given the reactants [NH2:1][C:2]1[C:3]([Cl:11])=[N:4][CH:5]=[CH:6][C:7]=1[C:8]([NH2:10])=[O:9].[CH:12](OCC)(OCC)OCC, predict the reaction product. The product is: [Cl:11][C:3]1[C:2]2[N:1]=[CH:12][NH:10][C:8](=[O:9])[C:7]=2[CH:6]=[CH:5][N:4]=1. (8) Given the reactants [CH3:1][N:2]1[C:10]2[C:5](=[CH:6][CH:7]=[CH:8][CH:9]=2)[CH:4]=[C:3]1[C:11]([NH:13][C@H:14]([C:18]([NH:20][CH:21]([C:30](=[O:33])[CH2:31][F:32])[CH2:22][C:23]([O:25]C(C)(C)C)=[O:24])=[O:19])[CH:15]([CH3:17])[CH3:16])=[O:12].C1(OC)C=CC=CC=1.FC(F)(F)C(O)=O, predict the reaction product. The product is: [CH3:1][N:2]1[C:10]2[C:5](=[CH:6][CH:7]=[CH:8][CH:9]=2)[CH:4]=[C:3]1[C:11]([NH:13][C@H:14]([C:18]([NH:20][CH:21]([C:30](=[O:33])[CH2:31][F:32])[CH2:22][C:23]([OH:25])=[O:24])=[O:19])[CH:15]([CH3:16])[CH3:17])=[O:12]. (9) Given the reactants [N:1]1[CH:6]=[CH:5][C:4]([CH:7]=O)=[CH:3][CH:2]=1.[NH2:9][CH2:10][CH2:11][C:12]1[CH:13]=[N:14][CH:15]=[CH:16][CH:17]=1.CO.[BH4-].[Na+], predict the reaction product. The product is: [N:14]1[CH:15]=[CH:16][CH:17]=[C:12]([CH2:11][CH2:10][NH:9][CH2:7][C:4]2[CH:5]=[CH:6][N:1]=[CH:2][CH:3]=2)[CH:13]=1.